From a dataset of Reaction yield outcomes from USPTO patents with 853,638 reactions. Predict the reaction yield, written as a fraction of the theoretical maximum amount of product (1.0 means a 100% yield; for example, 0.34 means a 34% yield). (1) The reactants are [C:1]([O:9][C@H:10]1[CH2:15][C@H:14]([NH:16][C:17]([O:19][C:20]([CH3:23])([CH3:22])[CH3:21])=[O:18])[CH2:13][N:12](C(OCC2C=CC=CC=2)=O)[CH2:11]1)(=[O:8])[C:2]1[CH:7]=[CH:6][CH:5]=[CH:4][CH:3]=1.CO.CCN(C(C)C)C(C)C.Cl[C:46]1[CH:51]=[CH:50][N:49]=[CH:48][C:47]=1[N+:52]([O-:54])=[O:53]. The catalyst is [Pd].CCOC(C)=O. The product is [C:1]([O:9][C@H:10]1[CH2:15][C@H:14]([NH:16][C:17]([O:19][C:20]([CH3:23])([CH3:22])[CH3:21])=[O:18])[CH2:13][N:12]([C:46]2[CH:51]=[CH:50][N:49]=[CH:48][C:47]=2[N+:52]([O-:54])=[O:53])[CH2:11]1)(=[O:8])[C:2]1[CH:3]=[CH:4][CH:5]=[CH:6][CH:7]=1. The yield is 0.900. (2) The product is [OH:11][C:9]1[C:10]2=[C:2]([CH3:1])[C:3]([O:18][CH2:19][CH2:20][CH2:21][NH:22][S:23]([CH3:26])(=[O:25])=[O:24])=[CH:4][N:5]2[N:6]=[CH:7][N:8]=1. The reactants are [CH3:1][C:2]1[C:3]([O:18][CH2:19][CH2:20][CH2:21][NH:22][S:23]([CH3:26])(=[O:25])=[O:24])=[CH:4][N:5]2[C:10]=1[C:9]([O:11]C1C=CC=CC=1)=[N:8][CH:7]=[N:6]2.CS(N)(=O)=O. No catalyst specified. The yield is 0.640. (3) The reactants are [Cl:1][C:2]1[CH:7]=[CH:6][C:5]([CH3:8])=[CH:4][C:3]=1[O:9][CH3:10].C1C(=O)N([Br:18])C(=O)C1.CC(N=NC(C#N)(C)C)(C#N)C. The catalyst is C(Cl)(Cl)(Cl)Cl. The product is [Br:18][CH2:8][C:5]1[CH:6]=[CH:7][C:2]([Cl:1])=[C:3]([O:9][CH3:10])[CH:4]=1. The yield is 0.920. (4) The reactants are [N+:1]([C:4]1[CH:12]=[C:11]2[C:7]([CH2:8][C@@H:9]([C:13]([O:15][CH2:16][CH3:17])=[O:14])[NH:10]2)=[CH:6][CH:5]=1)([O-])=O. The catalyst is C(O)C.[Pd]. The product is [NH2:1][C:4]1[CH:12]=[C:11]2[C:7]([CH2:8][C@@H:9]([C:13]([O:15][CH2:16][CH3:17])=[O:14])[NH:10]2)=[CH:6][CH:5]=1. The yield is 0.800. (5) The reactants are [CH3:1][N:2]([C@@H:12]1[C@H:17]([CH3:18])[CH2:16][CH2:15][NH:14][CH2:13]1)[C:3]1[C:4]2[CH:11]=[CH:10][NH:9][C:5]=2[N:6]=[CH:7][N:8]=1.[O:19]1[CH2:22][C:21](=[CH:23][C:24]#[N:25])[CH2:20]1.N12CCCC=C1CCNCC2. The catalyst is O1CCCC1. The product is [CH3:18][C@@H:17]1[CH2:16][CH2:15][N:14]([C:21]2([CH2:23][C:24]#[N:25])[CH2:22][O:19][CH2:20]2)[CH2:13][C@@H:12]1[N:2]([CH3:1])[C:3]1[C:4]2[CH:11]=[CH:10][NH:9][C:5]=2[N:6]=[CH:7][N:8]=1. The yield is 0.0288. (6) The reactants are [H-].[Na+].[NH2:3][C:4]1[CH:9]=[CH:8][C:7]([C:10](=[O:12])[CH3:11])=[CH:6][CH:5]=1.[Br:13][CH2:14][CH2:15]Br.O. The catalyst is CN(C=O)C. The product is [Br:13][CH2:14][CH2:15][NH:3][C:4]1[CH:9]=[CH:8][C:7]([C:10](=[O:12])[CH3:11])=[CH:6][CH:5]=1. The yield is 0.140. (7) The reactants are [C:1](Cl)(Cl)=[O:2].[NH2:5][C@H:6]([C:10]([OH:12])=[O:11])[CH:7]([CH3:9])[CH3:8]. The catalyst is C1(C)C=CC=CC=1.C1COCC1. The product is [CH:7]([C@H:6]1[C:10](=[O:11])[O:12][C:1](=[O:2])[NH:5]1)([CH3:9])[CH3:8]. The yield is 0.473. (8) The reactants are [Cl:1][C:2]1[CH:19]=[CH:18][C:5]2[C:6]3[C:10]([CH3:11])=[N:9][O:8][C:7]=3[C:12]3([NH:15][C:16](=O)[C:4]=2[CH:3]=1)[CH2:14][CH2:13]3.C(Cl)[Cl:21].P(Cl)(Cl)(Cl)(Cl)Cl. The catalyst is C(Cl)(Cl)Cl. The product is [Cl:21][C:16]1[C:4]2[CH:3]=[C:2]([Cl:1])[CH:19]=[CH:18][C:5]=2[C:6]2[C:10]([CH3:11])=[N:9][O:8][C:7]=2[C:12]2([N:15]=1)[CH2:14][CH2:13]2. The yield is 0.920. (9) The reactants are C(=O)(OC)[O:2][C:3]1[CH:8]=[C:7]([N+:9]([O-:11])=[O:10])[C:6]([F:12])=[CH:5][C:4]=1[Br:13].[OH-].[K+].Cl. The catalyst is CO. The product is [Br:13][C:4]1[CH:5]=[C:6]([F:12])[C:7]([N+:9]([O-:11])=[O:10])=[CH:8][C:3]=1[OH:2]. The yield is 0.990.